The task is: Predict which catalyst facilitates the given reaction.. This data is from Catalyst prediction with 721,799 reactions and 888 catalyst types from USPTO. Reactant: [CH2:1]([O:3][C:4]1[NH:12][C:11]2[C:10](=[O:13])[N:9]([CH2:14][CH2:15][CH2:16][OH:17])[C:8](=[O:18])[N:7]([CH2:19][CH3:20])[C:6]=2[N:5]=1)[CH3:2].Br[CH2:22][C:23]1[CH:28]=[CH:27][C:26]([Cl:29])=[CH:25][CH:24]=1.C(=O)([O-])[O-].[K+].[K+]. Product: [Cl:29][C:26]1[CH:27]=[CH:28][C:23]([CH2:22][N:12]2[C:11]3[C:10](=[O:13])[N:9]([CH2:14][CH2:15][CH2:16][OH:17])[C:8](=[O:18])[N:7]([CH2:19][CH3:20])[C:6]=3[N:5]=[C:4]2[O:3][CH2:1][CH3:2])=[CH:24][CH:25]=1. The catalyst class is: 248.